This data is from Full USPTO retrosynthesis dataset with 1.9M reactions from patents (1976-2016). The task is: Predict the reactants needed to synthesize the given product. (1) Given the product [Cl:1][C:2]1[CH:3]=[CH:4][C:5]([N:15]2[CH:19]=[C:18]([Cl:20])[N:17]=[N:16]2)=[C:6]([C:8]2[N:13]=[CH:12][N:11]([C@@H:57]3[C:74]4[CH:75]=[C:70]([CH:71]=[CH:72][N:73]=4)[C:69]4[N:68]=[CH:67][CH:66]=[CH:65][C:64]=4[NH:63][C:62](=[O:76])[C@H:61]([CH3:77])[CH2:60][CH2:59][CH2:58]3)[C:10](=[O:14])[CH:9]=2)[CH:7]=1, predict the reactants needed to synthesize it. The reactants are: [Cl:1][C:2]1[CH:3]=[CH:4][C:5]([N:15]2[CH:19]=[C:18]([Cl:20])[N:17]=[N:16]2)=[C:6]([C:8]2[N:13]=[CH:12][N:11]=[C:10]([OH:14])[CH:9]=2)[CH:7]=1.CN(C(ON1N=NC2C=CC=NC1=2)=[N+](C)C)C.F[P-](F)(F)(F)(F)F.C1CCN2C(=NCCC2)CC1.N[C@@H:57]1[C:74]2[CH:75]=[C:70]([CH:71]=[CH:72][N:73]=2)[C:69]2[N:68]=[CH:67][CH:66]=[CH:65][C:64]=2[NH:63][C:62](=[O:76])[C@H:61]([CH3:77])[CH2:60][CH2:59][CH2:58]1. (2) Given the product [ClH:44].[CH2:1]([S:3]([C:6]1[CH:7]=[C:8]([C:17]2[C:18]([O:28][C:29]3[CH:34]=[CH:33][C:32]([O:35][CH2:36][CH2:37][N:38]4[CH2:39][CH2:40][CH2:41][CH2:42][CH2:43]4)=[CH:31][CH:30]=3)=[C:19]3[C:24](=[CH:25][CH:26]=2)[CH:23]=[C:22]([OH:27])[CH:21]=[CH:20]3)[CH:9]=[C:10]([S:12]([CH2:15][CH3:16])(=[O:14])=[O:13])[CH:11]=1)(=[O:5])=[O:4])[CH3:2], predict the reactants needed to synthesize it. The reactants are: [CH2:1]([S:3]([C:6]1[CH:7]=[C:8]([C:17]2[C:18]([O:28][C:29]3[CH:34]=[CH:33][C:32]([O:35][CH2:36][CH2:37][N:38]4[CH2:43][CH2:42][CH2:41][CH2:40][CH2:39]4)=[CH:31][CH:30]=3)=[C:19]3[C:24](=[CH:25][CH:26]=2)[CH:23]=[C:22]([OH:27])[CH:21]=[CH:20]3)[CH:9]=[C:10]([S:12]([CH2:15][CH3:16])(=[O:14])=[O:13])[CH:11]=1)(=[O:5])=[O:4])[CH3:2].[ClH:44].